The task is: Predict the reactants needed to synthesize the given product.. This data is from Full USPTO retrosynthesis dataset with 1.9M reactions from patents (1976-2016). (1) Given the product [CH3:15][C:2]1([CH3:1])[C:6]2[CH:7]=[C:8]([C:11](=[O:14])[CH2:12][CH3:13])[CH:9]=[CH:10][C:5]=2[O:4][CH2:3]1, predict the reactants needed to synthesize it. The reactants are: [CH3:1][C:2]1([CH3:15])[C:6]2[CH:7]=[C:8]([CH:11]([OH:14])[CH2:12][CH3:13])[CH:9]=[CH:10][C:5]=2[O:4][CH2:3]1.[Cr](Cl)([O-])(=O)=O.[NH+]1C=CC=CC=1. (2) Given the product [Cl:24][C:25]1[CH:26]=[C:27]([S:31][C:2]2[S:6][C:5]([CH2:7][N:8]([CH3:16])[C:9](=[O:15])[O:10][C:11]([CH3:14])([CH3:13])[CH3:12])=[N:4][C:3]=2[C:17]2[C:18]([F:23])=[N:19][CH:20]=[CH:21][CH:22]=2)[CH:28]=[CH:29][CH:30]=1, predict the reactants needed to synthesize it. The reactants are: Br[C:2]1[S:6][C:5]([CH2:7][N:8]([CH3:16])[C:9](=[O:15])[O:10][C:11]([CH3:14])([CH3:13])[CH3:12])=[N:4][C:3]=1[C:17]1[C:18]([F:23])=[N:19][CH:20]=[CH:21][CH:22]=1.[Cl:24][C:25]1[CH:26]=[C:27]([SH:31])[CH:28]=[CH:29][CH:30]=1.C(N(C(C)C)C(C)C)C.O. (3) Given the product [NH2:35][C:32]1[CH:33]=[CH:34][C:29]([C:28]([NH:27][CH:24]2[CH2:23][CH2:22][N:21]([CH2:19][CH3:20])[CH2:26][CH2:25]2)=[O:40])=[CH:30][C:31]=1[O:38][CH3:39], predict the reactants needed to synthesize it. The reactants are: NC1C=CC(C(NC2CCN(C)C2)=O)=CC=1OC.[CH2:19]([N:21]1[CH2:26][CH2:25][CH:24]([NH:27][C:28](=[O:40])[C:29]2[CH:34]=[CH:33][C:32]([N+:35]([O-])=O)=[C:31]([O:38][CH3:39])[CH:30]=2)[CH2:23][CH2:22]1)[CH3:20]. (4) The reactants are: [CH2:1]=[CH:2][C:3]1[CH:8]=[CH:7][CH:6]=[CH:5][CH:4]=1.[CH:9]1([O:15][S:16]([C:19]2[CH:24]=[CH:23][C:22]([CH:25]=[CH2:26])=[CH:21][CH:20]=2)(=[O:18])=[O:17])[CH2:14][CH2:13][CH2:12][CH2:11][CH2:10]1.N(C(C)(CC(C)C)C#N)=NC(C)(CC(C)C)C#N. Given the product [CH2:1]=[CH:2][C:3]1[CH:8]=[CH:7][CH:6]=[CH:5][CH:4]=1.[CH:9]1([O:15][S:16]([C:19]2[CH:24]=[CH:23][C:22]([CH:25]=[CH2:26])=[CH:21][CH:20]=2)(=[O:18])=[O:17])[CH2:14][CH2:13][CH2:12][CH2:11][CH2:10]1, predict the reactants needed to synthesize it. (5) The reactants are: Cl.[CH3:2][O:3][C:4]1[CH:5]=[C:6]([CH:8]=[CH:9][C:10]=1[C:11]1[CH:16]=[C:15]([CH3:17])[N:14]=[N:13][CH:12]=1)[NH2:7].[C:18](N1C=CC=CC1=O)(N1C=CC=CC1=O)=[S:19]. Given the product [N:7]([C:6]1[CH:8]=[CH:9][C:10]([C:11]2[CH:16]=[C:15]([CH3:17])[N:14]=[N:13][CH:12]=2)=[C:4]([O:3][CH3:2])[CH:5]=1)=[C:18]=[S:19], predict the reactants needed to synthesize it. (6) The reactants are: N(C(C)C)C(C)C.C([Li])CCC.[S:13]1[CH:17]=[CH:16][N:15]=[C:14]1[SH:18].[F:19][C:20]([F:26])([F:25])[C:21](=[O:24])[CH2:22][CH3:23]. Given the product [F:19][C:20]([F:26])([F:25])[C:21]([C:17]1[S:13][C:14]([SH:18])=[N:15][CH:16]=1)([OH:24])[CH2:22][CH3:23], predict the reactants needed to synthesize it.